Dataset: Catalyst prediction with 721,799 reactions and 888 catalyst types from USPTO. Task: Predict which catalyst facilitates the given reaction. (1) The catalyst class is: 5. Product: [NH2:22][C:20]([C:7]1[C:6]([NH:5][C@H:1]([CH3:2])[CH2:3][CH3:4])=[CH:15][C:10]([C:11]([OH:13])=[O:12])=[C:9]([C:16]([F:17])([F:18])[F:19])[CH:8]=1)=[O:21]. Reactant: [C@H:1]([NH:5][C:6]1[C:7]([C:20]([NH2:22])=[O:21])=[CH:8][C:9]([C:16]([F:19])([F:18])[F:17])=[C:10]([CH:15]=1)[C:11]([O:13]C)=[O:12])([CH2:3][CH3:4])[CH3:2].[OH-].[Na+].ClCCl.Cl. (2) The catalyst class is: 2. Reactant: [Cl:1][C:2]1[CH:7]=[CH:6][C:5]([N:8]2[C:12]([CH:13]=[C:14]([CH3:16])[CH3:15])=[CH:11][CH:10]=[C:9]2[CH:17]=[CH:18][C:19]([O:21][CH3:22])=[O:20])=[C:4]([CH:23]([C:25]2[CH:30]=[CH:29][CH:28]=[C:27]([O:31][CH3:32])[C:26]=2[O:33][CH3:34])[OH:24])[CH:3]=1.Cl. Product: [Cl:1][C:2]1[CH:7]=[CH:6][C:5]2[N:8]3[C:12]([CH:13]=[C:14]([CH3:16])[CH3:15])=[CH:11][CH:10]=[C:9]3[CH:17]([CH2:18][C:19]([O:21][CH3:22])=[O:20])[O:24][CH:23]([C:25]3[CH:30]=[CH:29][CH:28]=[C:27]([O:31][CH3:32])[C:26]=3[O:33][CH3:34])[C:4]=2[CH:3]=1. (3) Reactant: [CH2:1]([O:3][C:4]([C@H:6]1[CH2:11][C:10](=[O:12])[CH2:9][CH2:8][N:7]1[C@H:13]([C:15]1[CH:20]=[CH:19][CH:18]=[CH:17][CH:16]=1)[CH3:14])=[O:5])[CH3:2].[CH2:21](O)[CH2:22][OH:23].C1(C)C=CC(S(O)(=O)=O)=CC=1. Product: [CH2:1]([O:3][C:4]([C@@H:6]1[N:7]([C@H:13]([C:15]2[CH:16]=[CH:17][CH:18]=[CH:19][CH:20]=2)[CH3:14])[CH2:8][CH2:9][C:10]2([O:23][CH2:22][CH2:21][O:12]2)[CH2:11]1)=[O:5])[CH3:2]. The catalyst class is: 11. (4) Reactant: [F:1][C:2]1[CH:37]=[CH:36][C:5]([C:6]([NH:8][C:9]2[CH:35]=[CH:34][C:12]([CH2:13][NH:14][C:15]3[C:24]4[C:19](=[CH:20][CH:21]=[CH:22][CH:23]=4)[N:18]=[C:17]([NH:25][CH2:26][C:27]([O:29]C(C)(C)C)=[O:28])[N:16]=3)=[CH:11][CH:10]=2)=[O:7])=[CH:4][CH:3]=1.C(O)(C(F)(F)F)=O. Product: [F:1][C:2]1[CH:3]=[CH:4][C:5]([C:6]([NH:8][C:9]2[CH:10]=[CH:11][C:12]([CH2:13][NH:14][C:15]3[C:24]4[C:19](=[CH:20][CH:21]=[CH:22][CH:23]=4)[N:18]=[C:17]([NH:25][CH2:26][C:27]([OH:29])=[O:28])[N:16]=3)=[CH:34][CH:35]=2)=[O:7])=[CH:36][CH:37]=1. The catalyst class is: 2. (5) Reactant: [Cl:1][C:2]1[C:7]([C:8]([O:10]CC)=[O:9])=[C:6]([F:13])[C:5]([CH2:14][NH:15][C:16](=[O:21])[C:17]([CH3:20])([CH3:19])[CH3:18])=[CH:4][CH:3]=1.[OH-].[Na+].C(O)(=O)CC(CC(O)=O)(C(O)=O)O. Product: [Cl:1][C:2]1[C:7]([C:8]([OH:10])=[O:9])=[C:6]([F:13])[C:5]([CH2:14][NH:15][C:16](=[O:21])[C:17]([CH3:19])([CH3:18])[CH3:20])=[CH:4][CH:3]=1. The catalyst class is: 87. (6) The catalyst class is: 581. Reactant: O=[C:2]1[CH2:7][CH2:6][CH2:5][CH:4]([C:8]([O:10][C:11]([CH3:14])([CH3:13])[CH3:12])=[O:9])[CH2:3]1.S(S([O-])=O)([O-])(=O)=O.[Na+].[Na+].[C-]#N.[K+].C[CH2:28][N:29](C(C)C)C(C)C.CS(Cl)(=O)=O. Product: [C:28]([C:2]1[CH2:3][CH:4]([C:8]([O:10][C:11]([CH3:14])([CH3:13])[CH3:12])=[O:9])[CH2:5][CH2:6][CH:7]=1)#[N:29]. (7) The catalyst class is: 1. Product: [C:24]([C:25]1[CH:26]=[C:27]2[C:31](=[CH:32][CH:33]=1)[N:30]([CH2:34][CH2:35][OH:36])[CH:29]=[CH:28]2)#[CH:23]. Reactant: CCCC[N+](CCCC)(CCCC)CCCC.[F-].C[Si]([C:23]#[C:24][C:25]1[CH:26]=[C:27]2[C:31](=[CH:32][CH:33]=1)[N:30]([CH2:34][CH2:35][OH:36])[CH:29]=[CH:28]2)(C)C. (8) Reactant: [N+:1]([C:4]1[CH:9]=[CH:8][C:7]([C:10](=[NH:13])[NH:11][NH2:12])=[CH:6][CH:5]=1)([O-:3])=[O:2].[F:14][C:15]1([F:24])[C:19]([F:21])([F:20])[C:18](=O)[O:17][C:16]1=[O:23].C(#N)C. Product: [F:14][C:15]([F:24])([C:19]([F:21])([F:20])[C:18]1[NH:12][N:11]=[C:10]([C:7]2[CH:6]=[CH:5][C:4]([N+:1]([O-:3])=[O:2])=[CH:9][CH:8]=2)[N:13]=1)[C:16]([OH:23])=[O:17]. The catalyst class is: 4. (9) Reactant: [C:1]([C:3]1[CH:4]=[CH:5][C:6]([N:9]2[CH2:13][CH2:12][CH:11]([N:14](C)[C:15](=O)OC(C)(C)C)[CH2:10]2)=[N:7][CH:8]=1)#[N:2].[ClH:23]. Product: [ClH:23].[CH3:15][NH:14][CH:11]1[CH2:12][CH2:13][N:9]([C:6]2[CH:5]=[CH:4][C:3]([C:1]#[N:2])=[CH:8][N:7]=2)[CH2:10]1. The catalyst class is: 25. (10) Reactant: [H-].[Na+].[C:3]([O:7][C:8]([N:10]1[CH2:13][C:12]([C:15]2[S:16][CH:17]=[C:18]([C:20]3[C:21]([O:35][CH:36]4[CH2:39][CH2:38][CH2:37]4)=[C:22]4[C:27](=[CH:28][CH:29]=3)[N:26]([C:30]([O:32][CH3:33])=[O:31])[C@@H:25]([CH3:34])[CH2:24][CH2:23]4)[N:19]=2)([OH:14])[CH2:11]1)=[O:9])([CH3:6])([CH3:5])[CH3:4].[CH3:40]I.O. Product: [C:3]([O:7][C:8]([N:10]1[CH2:13][C:12]([C:15]2[S:16][CH:17]=[C:18]([C:20]3[C:21]([O:35][CH:36]4[CH2:37][CH2:38][CH2:39]4)=[C:22]4[C:27](=[CH:28][CH:29]=3)[N:26]([C:30]([O:32][CH3:33])=[O:31])[C@@H:25]([CH3:34])[CH2:24][CH2:23]4)[N:19]=2)([O:14][CH3:40])[CH2:11]1)=[O:9])([CH3:4])([CH3:5])[CH3:6]. The catalyst class is: 9.